From a dataset of Forward reaction prediction with 1.9M reactions from USPTO patents (1976-2016). Predict the product of the given reaction. (1) Given the reactants CN(C(ON1N=NC2[CH:12]=[CH:13][CH:14]=[N:15][C:10]1=2)=[N+](C)C)C.F[P-](F)(F)(F)(F)F.C1(C(N[C:31]2[CH:32]=[C:33]([C:43]([CH3:46])=[CH:44][CH:45]=2)[C:34]2[CH:39]=[CH:38][C:37]([C:40]([OH:42])=O)=[CH:36][CH:35]=2)=O)CC1.C1C=CC2N([OH:56])N=NC=2C=1.C(O)(=O)C(O)=O.[NH2:63][CH2:64][C:65]1[O:66][C:67]([CH2:70][N:71]([CH3:73])[CH3:72])=[CH:68][CH:69]=1.CCN(C(C)C)C(C)C, predict the reaction product. The product is: [CH:14]1([NH:15][C:10]([C:31]2[CH:32]=[C:33]([C:34]3[CH:35]=[CH:36][C:37]([C:40]([NH:63][CH2:64][C:65]4[O:66][C:67]([CH2:70][N:71]([CH3:73])[CH3:72])=[CH:68][CH:69]=4)=[O:42])=[CH:38][CH:39]=3)[C:43]([CH3:46])=[CH:44][CH:45]=2)=[O:56])[CH2:13][CH2:12]1. (2) The product is: [C:58]([OH:78])(=[O:77])[CH2:59][CH2:60][CH2:61][CH2:62][CH2:63][CH2:64][CH2:65]/[CH:66]=[CH:67]\[CH2:68][CH2:69][CH2:71][CH2:72][CH2:73][CH2:74][CH2:75][CH3:76].[OH:17][CH2:18][CH:19]([CH2:38][OH:39])[OH:20].[OH:17][CH2:18][CH:19]([CH2:38][OH:39])[OH:20].[OH:17][CH2:18][CH:19]([CH2:38][OH:39])[OH:20].[OH:17][CH2:18][CH:19]([CH2:38][OH:39])[OH:20].[OH:17][CH2:18][CH:19]([CH2:38][OH:39])[OH:20].[OH:17][CH2:18][CH:19]([CH2:38][OH:39])[OH:20].[OH:17][CH2:18][CH:19]([CH2:38][OH:39])[OH:20].[OH:17][CH2:18][CH:19]([CH2:38][OH:39])[OH:20].[OH:17][CH2:18][CH:19]([CH2:38][OH:39])[OH:20].[OH:17][CH2:18][CH:19]([CH2:38][OH:39])[OH:20]. Given the reactants CCCCCCCCCCCCCCCC(=O)[O:17][CH2:18][CH:19]([CH2:38][O:39]C(=O)CCCCCCCCCCCCCCC)[O:20]C(=O)CCCCCCCCCCCCCCC.[C:58]([O-:78])(=[O:77])[CH2:59][CH2:60][CH2:61][CH2:62][CH2:63][CH2:64][CH2:65]/[CH:66]=[CH:67]\[CH2:68][C@@H:69]([CH2:71][CH2:72][CH2:73][CH2:74][CH2:75][CH3:76])O, predict the reaction product. (3) Given the reactants [N+:1]([C:4]1[C:12]2[O:11][C:10](=[O:13])[NH:9][C:8]=2[CH:7]=[CH:6][CH:5]=1)([O-])=O, predict the reaction product. The product is: [NH2:1][C:4]1[C:12]2[O:11][C:10](=[O:13])[NH:9][C:8]=2[CH:7]=[CH:6][CH:5]=1. (4) Given the reactants [OH:1][C:2]1[CH:7]=[CH:6][C:5]([N:8]([CH3:45])[C:9]([C:11]2[CH:12]=[C:13]([C:20]3[CH:21]=[C:22]4[C:26](=[CH:27][C:28]=3[C:29]([N:31]3[C@H:40]([CH3:41])[CH2:39][C:38]5[C:33](=[CH:34][CH:35]=[CH:36][CH:37]=5)[CH2:32]3)=[O:30])[CH2:25][N:24]([C:42](Cl)=[O:43])[CH2:23]4)[N:14]3[C:19]=2[CH2:18][CH2:17][CH2:16][CH2:15]3)=[O:10])=[CH:4][CH:3]=1.CN.C[CH2:49][N:50](C(C)C)C(C)C, predict the reaction product. The product is: [OH:1][C:2]1[CH:7]=[CH:6][C:5]([N:8]([CH3:45])[C:9]([C:11]2[CH:12]=[C:13]([C:20]3[CH:21]=[C:22]4[C:26](=[CH:27][C:28]=3[C:29]([N:31]3[C@H:40]([CH3:41])[CH2:39][C:38]5[C:33](=[CH:34][CH:35]=[CH:36][CH:37]=5)[CH2:32]3)=[O:30])[CH2:25][N:24]([C:42]([NH:50][CH3:49])=[O:43])[CH2:23]4)[N:14]3[C:19]=2[CH2:18][CH2:17][CH2:16][CH2:15]3)=[O:10])=[CH:4][CH:3]=1. (5) Given the reactants CC(O)C.O.NN.[Cl:8][C:9]1[CH:10]=[CH:11][C:12]([O:27][CH2:28][C:29]2[O:33][N:32]=[C:31]([CH3:34])[CH:30]=2)=[C:13]([CH:26]=1)[CH2:14][N:15]1C(=O)C2C(=CC=CC=2)C1=O, predict the reaction product. The product is: [Cl:8][C:9]1[CH:10]=[CH:11][C:12]([O:27][CH2:28][C:29]2[O:33][N:32]=[C:31]([CH3:34])[CH:30]=2)=[C:13]([CH:26]=1)[CH2:14][NH2:15]. (6) Given the reactants [NH:1](C(OCC1C2C(=CC=CC=2)C2C1=CC=CC=2)=O)[C@H:2]([C:25]([O:27][CH3:28])=[O:26])[C@@H:3]([CH3:24])[O:4][C:5]([C:18]1[CH:23]=[CH:22][CH:21]=[CH:20][CH:19]=1)([C:12]1[CH:17]=[CH:16][CH:15]=[CH:14][CH:13]=1)[C:6]1[CH:11]=[CH:10][CH:9]=[CH:8][CH:7]=1.C(NCC)C, predict the reaction product. The product is: [NH2:1][C@H:2]([C:25]([O:27][CH3:28])=[O:26])[C@@H:3]([CH3:24])[O:4][C:5]([C:6]1[CH:11]=[CH:10][CH:9]=[CH:8][CH:7]=1)([C:18]1[CH:19]=[CH:20][CH:21]=[CH:22][CH:23]=1)[C:12]1[CH:13]=[CH:14][CH:15]=[CH:16][CH:17]=1.